From a dataset of Full USPTO retrosynthesis dataset with 1.9M reactions from patents (1976-2016). Predict the reactants needed to synthesize the given product. (1) Given the product [N:1]1([NH2:16])[C:5]2=[N:6][CH:7]=[CH:8][CH:9]=[C:4]2[CH:3]=[CH:2]1, predict the reactants needed to synthesize it. The reactants are: [NH:1]1[C:5]2=[N:6][CH:7]=[CH:8][CH:9]=[C:4]2[CH:3]=[CH:2]1.CC(C)([O-])C.[K+].[NH2:16]Cl. (2) Given the product [CH2:1]([C:8]1[CH:9]=[N:10][C:11]2[C:16]([C:17]=1[C:18]1[CH:23]=[CH:22][CH:21]=[C:20]([O:24][CH2:35][C:31]3[N:30]([CH3:29])[CH:34]=[CH:33][CH:32]=3)[CH:19]=1)=[CH:15][CH:14]=[CH:13][C:12]=2[C:25]([F:28])([F:26])[F:27])[C:2]1[CH:3]=[CH:4][CH:5]=[CH:6][CH:7]=1, predict the reactants needed to synthesize it. The reactants are: [CH2:1]([C:8]1[CH:9]=[N:10][C:11]2[C:16]([C:17]=1[C:18]1[CH:19]=[C:20]([OH:24])[CH:21]=[CH:22][CH:23]=1)=[CH:15][CH:14]=[CH:13][C:12]=2[C:25]([F:28])([F:27])[F:26])[C:2]1[CH:7]=[CH:6][CH:5]=[CH:4][CH:3]=1.[CH3:29][N:30]1[CH:34]=[CH:33][CH:32]=[C:31]1[CH2:35]O. (3) Given the product [CH2:1]([O:3][C:4]([C:6]1[S:10][C:9]([C:11]([CH3:14])([CH3:13])[CH3:12])=[N:8][C:7]=1[CH2:15][N:22]([CH2:23][C:24]1[CH:29]=[CH:28][C:27]([O:30][CH3:31])=[CH:26][C:25]=1[O:32][CH3:33])[CH2:21][C:20]([O:19][CH2:17][CH3:18])=[O:34])=[O:5])[CH3:2], predict the reactants needed to synthesize it. The reactants are: [CH2:1]([O:3][C:4]([C:6]1[S:10][C:9]([C:11]([CH3:14])([CH3:13])[CH3:12])=[N:8][C:7]=1[CH2:15]Br)=[O:5])[CH3:2].[CH2:17]([O:19][C:20](=[O:34])[CH2:21][NH:22][CH2:23][C:24]1[CH:29]=[CH:28][C:27]([O:30][CH3:31])=[CH:26][C:25]=1[O:32][CH3:33])[CH3:18].C(=O)([O-])[O-].[K+].[K+]. (4) Given the product [CH3:1][CH:2]([CH3:32])[CH2:3][C:4]1[CH:9]=[CH:8][C:7]([C:10]2[O:14][N:13]=[C:12]([C:15]3[CH:16]=[C:17]4[C:21](=[CH:22][CH:23]=3)[CH:20]([N:24]3[CH2:27][CH:26]([C:28]([OH:30])=[O:29])[CH2:25]3)[CH2:19][CH2:18]4)[N:11]=2)=[CH:6][CH:5]=1, predict the reactants needed to synthesize it. The reactants are: [CH3:1][CH:2]([CH3:32])[CH2:3][C:4]1[CH:9]=[CH:8][C:7]([C:10]2[O:14][N:13]=[C:12]([C:15]3[CH:16]=[C:17]4[C:21](=[CH:22][CH:23]=3)[CH:20]([N:24]3[CH2:27][CH:26]([C:28]([O:30]C)=[O:29])[CH2:25]3)[CH2:19][CH2:18]4)[N:11]=2)=[CH:6][CH:5]=1.[OH-].[Na+].